From a dataset of Forward reaction prediction with 1.9M reactions from USPTO patents (1976-2016). Predict the product of the given reaction. (1) Given the reactants Cl[C:2]1[CH:7]=[C:6]([O:8][C:9]2[C:14]([F:15])=[CH:13][C:12]([NH:16][C:17]([C:19]3[C:20](=[O:35])[N:21]([C:28]4[CH:33]=[CH:32][C:31]([F:34])=[CH:30][CH:29]=4)[CH:22]=[CH:23][C:24]=3[O:25][CH2:26][CH3:27])=[O:18])=[C:11]([F:36])[CH:10]=2)[CH:5]=[CH:4][N:3]=1.[C:37]([NH2:40])(=[O:39])[CH3:38].CC1(C)C2C(=C(P(C3C=CC=CC=3)C3C=CC=CC=3)C=CC=2)OC2C(P(C3C=CC=CC=3)C3C=CC=CC=3)=CC=CC1=2.C([O-])([O-])=O.[Cs+].[Cs+], predict the reaction product. The product is: [C:37]([NH:40][C:2]1[CH:7]=[C:6]([O:8][C:9]2[C:14]([F:15])=[CH:13][C:12]([NH:16][C:17]([C:19]3[C:20](=[O:35])[N:21]([C:28]4[CH:29]=[CH:30][C:31]([F:34])=[CH:32][CH:33]=4)[CH:22]=[CH:23][C:24]=3[O:25][CH2:26][CH3:27])=[O:18])=[C:11]([F:36])[CH:10]=2)[CH:5]=[CH:4][N:3]=1)(=[O:39])[CH3:38]. (2) Given the reactants [CH:1]1[C:6]2[CH2:7][CH2:8][CH2:9][CH2:10][CH:11](O)[C:5]=2[CH:4]=[CH:3][CH:2]=1.[NH2:13][C:14]1[CH:15]=[C:16]([SH:20])[CH:17]=[CH:18][CH:19]=1.C(P(CCCC)CCCC)CCC.N(C(N1CCCCC1)=O)=NC(N1CCCCC1)=O, predict the reaction product. The product is: [CH:1]1[C:6]2[CH2:7][CH2:8][CH2:9][CH2:10][CH:11]([S:20][C:16]3[CH:15]=[C:14]([CH:19]=[CH:18][CH:17]=3)[NH2:13])[C:5]=2[CH:4]=[CH:3][CH:2]=1. (3) Given the reactants C([C@@H](NS(C1C=CC(C)=CC=1)=O)[C@H](C)CC(F)(F)F)#N.[F:21][C:22]([F:32])([F:31])[CH2:23][C@@H:24]([CH3:30])[C@@H:25]([C:27]([OH:29])=[O:28])[NH2:26].[NH4+].[Cl-:34].C1(C)C(S(O)(=O)=O)=CC=CC=1, predict the reaction product. The product is: [ClH:34].[F:21][C:22]([F:31])([F:32])[CH2:23][C@@H:24]([CH3:30])[C@@H:25]([C:27]([OH:29])=[O:28])[NH2:26]. (4) Given the reactants COC(=O)C[C@H]1[CH2:10][CH2:9][C@H:8]([O:11][CH3:12])[CH2:7][CH2:6]1.[CH3:14][O:15][C:16](=[O:25])[CH2:17][N:18]1CCC(O)CC1, predict the reaction product. The product is: [CH3:14][O:15][C:16](=[O:25])[CH2:17][N:18]1[CH2:6][CH2:7][CH:8]([O:11][CH3:12])[CH2:9][CH2:10]1. (5) The product is: [F:27][C:18]1[C:19]([C:23]([F:25])([F:26])[F:24])=[CH:20][CH:21]=[CH:22][C:17]=1[NH:16][C:13]([CH:11]1[CH2:10][S:9][C:8]([C:5]2[CH:4]=[CH:3][C:2]([Cl:1])=[CH:7][CH:6]=2)=[N:12]1)=[O:15]. Given the reactants [Cl:1][C:2]1[CH:7]=[CH:6][C:5]([C:8]2[S:9][CH2:10][CH:11]([C:13]([OH:15])=O)[N:12]=2)=[CH:4][CH:3]=1.[NH2:16][C:17]1[C:18]([F:27])=[C:19]([C:23]([F:26])([F:25])[F:24])[CH:20]=[CH:21][CH:22]=1.CCN(C(C)C)C(C)C.C1CN([P+](Br)(N2CCCC2)N2CCCC2)CC1.F[P-](F)(F)(F)(F)F, predict the reaction product.